Dataset: Reaction yield outcomes from USPTO patents with 853,638 reactions. Task: Predict the reaction yield, written as a fraction of the theoretical maximum amount of product (1.0 means a 100% yield; for example, 0.34 means a 34% yield). (1) The catalyst is C(Cl)Cl. The reactants are [Si:1]([O:8][C:9]1[CH:10]=[CH:11][CH:12]=[C:13]2[C:18]=1[N:17]=[C:16](/[CH:19]=[N:20]/[NH:21][C:22]1[CH:27]=[C:26]([CH3:28])[CH:25]=[CH:24][N:23]=1)[CH:15]=[CH:14]2)([C:4]([CH3:7])([CH3:6])[CH3:5])([CH3:3])[CH3:2].C(O)(=O)C.C(O)(=O)C.IC1C=CC=CC=1. The yield is 0.820. The product is [Si:1]([O:8][C:9]1[CH:10]=[CH:11][CH:12]=[C:13]2[C:18]=1[N:17]=[C:16]([C:19]1[N:23]3[CH:24]=[CH:25][C:26]([CH3:28])=[CH:27][C:22]3=[N:21][N:20]=1)[CH:15]=[CH:14]2)([C:4]([CH3:7])([CH3:6])[CH3:5])([CH3:3])[CH3:2]. (2) The reactants are [NH2:1][C:2]1[N:6]([CH3:7])[C:5](=[O:8])[C:4]([C:19]2[CH:24]=[CH:23][CH:22]=[C:21](Br)[CH:20]=2)([C:9]2[CH:14]=[CH:13][C:12]([O:15][CH:16]([F:18])[F:17])=[CH:11][CH:10]=2)[N:3]=1.[CH3:26][O:27][CH2:28][CH2:29][CH2:30][CH2:31]/[CH:32]=[CH:33]/B(O)O. The catalyst is C([O-])([O-])=O.[K+].[K+].COCCOC.O. The product is [NH2:1][C:2]1[N:6]([CH3:7])[C:5](=[O:8])[C:4]([C:9]2[CH:14]=[CH:13][C:12]([O:15][CH:16]([F:18])[F:17])=[CH:11][CH:10]=2)([C:19]2[CH:24]=[CH:23][CH:22]=[C:21](/[CH:33]=[CH:32]/[CH2:31][CH2:30][CH2:29][CH2:28][O:27][CH3:26])[CH:20]=2)[N:3]=1. The yield is 0.560. (3) The reactants are [CH2:1]([O:4][CH2:5][C:6]([CH3:9])([OH:8])[CH3:7])[CH:2]=[CH2:3].C1C=C(Cl)C=C(C(OO)=[O:18])C=1.C([O-])(O)=O.[Na+].[O-]S([O-])(=S)=O.[Na+].[Na+]. The catalyst is C(Cl)Cl. The product is [CH3:7][C:6]([OH:8])([CH3:9])[CH2:5][O:4][CH2:1][CH:2]1[CH2:3][O:18]1. The yield is 0.370. (4) The reactants are C1COCC1.[BH4-].[Na+].[OH:8][C@@:9]([C:42]1[CH:51]=[CH:50][C:49]2[C:44](=[CH:45][CH:46]=[C:47]([C:52]([NH:54][CH3:55])=[O:53])[CH:48]=2)[CH:43]=1)([C:18]1[N:19]=[CH:20][N:21]([C:23]([C:36]2[CH:41]=[CH:40][CH:39]=[CH:38][CH:37]=2)([C:30]2[CH:35]=[CH:34][CH:33]=[CH:32][CH:31]=2)[C:24]2[CH:29]=[CH:28][CH:27]=[CH:26][CH:25]=2)[CH:22]=1)[CH2:10][C:11](OC(C)(C)C)=[O:12].[Cl-].[NH4+]. The catalyst is C(OCC)(=O)C.C(O)C.O.[Cl-].[Zn+2].[Cl-]. The product is [OH:8][C@@:9]([C:42]1[CH:43]=[C:44]2[C:49](=[CH:50][CH:51]=1)[CH:48]=[C:47]([C:52]([NH:54][CH3:55])=[O:53])[CH:46]=[CH:45]2)([C:18]1[N:19]=[CH:20][N:21]([C:23]([C:30]2[CH:35]=[CH:34][CH:33]=[CH:32][CH:31]=2)([C:36]2[CH:37]=[CH:38][CH:39]=[CH:40][CH:41]=2)[C:24]2[CH:29]=[CH:28][CH:27]=[CH:26][CH:25]=2)[CH:22]=1)[CH2:10][CH2:11][OH:12]. The yield is 0.580.